This data is from Forward reaction prediction with 1.9M reactions from USPTO patents (1976-2016). The task is: Predict the product of the given reaction. (1) Given the reactants [CH3:1][O:2][C:3]1[CH:4]=[C:5]([C:11]2[S:15][C:14]3=[N:16][C:17]([CH3:20])=[C:18](I)[N:13]3[N:12]=2)[CH:6]=[CH:7][C:8]=1[O:9][CH3:10].CC1(C)C(C)(C)OB([C:29]2[CH:30]=[N:31][C:32]([NH2:35])=[N:33][CH:34]=2)O1.C(=O)([O-])[O-].[K+].[K+], predict the reaction product. The product is: [CH3:1][O:2][C:3]1[CH:4]=[C:5]([C:11]2[S:15][C:14]3=[N:16][C:17]([CH3:20])=[C:18]([C:29]4[CH:30]=[N:31][C:32]([NH2:35])=[N:33][CH:34]=4)[N:13]3[N:12]=2)[CH:6]=[CH:7][C:8]=1[O:9][CH3:10]. (2) The product is: [Cl:1][C:2]1[N:3]=[CH:4][C:5]2[CH:10]=[CH:9][N:8]([CH2:12][C:13]3[C:14]([N:19]([CH3:24])[S:20]([CH3:23])(=[O:22])=[O:21])=[N:15][CH:16]=[CH:17][CH:18]=3)[C:6]=2[N:7]=1. Given the reactants [Cl:1][C:2]1[N:3]=[CH:4][C:5]2[CH:10]=[CH:9][NH:8][C:6]=2[N:7]=1.Cl[CH2:12][C:13]1[C:14]([N:19]([CH3:24])[S:20]([CH3:23])(=[O:22])=[O:21])=[N:15][CH:16]=[CH:17][CH:18]=1.C([O-])([O-])=O.[K+].[K+], predict the reaction product.